This data is from Cav3 T-type calcium channel HTS with 100,875 compounds. The task is: Binary Classification. Given a drug SMILES string, predict its activity (active/inactive) in a high-throughput screening assay against a specified biological target. (1) The drug is O1CCN(CC1)c1nnc(c2c1cccc2)c1ccc(cc1)C(=O)NCCO. The result is 0 (inactive). (2) The compound is S(=O)(=O)(N(CC(=O)Nc1cccnc1)c1ccc(F)cc1)c1cc2OCCOc2cc1. The result is 0 (inactive). (3) The drug is s1c(C2N=c3n([nH]c(c3)C(=O)NCc3c(n(nc3C)C)C)C(C2)C(F)(F)F)ccc1. The result is 0 (inactive). (4) The molecule is O(CC(O)COC(=O)N)c1c(OC)cccc1. The result is 0 (inactive).